Dataset: Full USPTO retrosynthesis dataset with 1.9M reactions from patents (1976-2016). Task: Predict the reactants needed to synthesize the given product. (1) The reactants are: [CH2:1]([N:8]1[CH:16]=[C:15]2[C:10]([CH:11]=[CH:12][C:13]3[C:19](=O)[C:18]([CH2:26][CH2:27][F:28])([CH2:21][CH2:22][C:23](=[O:25])[CH3:24])[CH2:17][C:14]=32)=[N:9]1)[C:2]1[CH:7]=[CH:6][CH:5]=[CH:4][CH:3]=1.N1CCCC1.C(O)(=O)C. Given the product [CH2:1]([N:8]1[CH:16]=[C:15]2[C:10]([CH:11]=[CH:12][C:13]3[C:19]4[C:18]([CH2:26][CH2:27][F:28])([CH2:21][CH2:22][C:23](=[O:25])[CH:24]=4)[CH2:17][C:14]=32)=[N:9]1)[C:2]1[CH:7]=[CH:6][CH:5]=[CH:4][CH:3]=1, predict the reactants needed to synthesize it. (2) Given the product [Br:2][C:3]1[CH:8]=[CH:7][CH:6]=[CH:5][C:4]=1[N:9]1[CH:14]=[N:16][CH:12]=[N:10]1, predict the reactants needed to synthesize it. The reactants are: Cl.[Br:2][C:3]1[CH:8]=[CH:7][CH:6]=[CH:5][C:4]=1[NH:9][NH2:10].Cl[CH2:12]Cl.[CH:14]([NH2:16])=O. (3) Given the product [CH3:18][S:19]([O:9][CH2:8][CH2:7][CH:6]([O:5][CH3:4])[CH3:10])(=[O:21])=[O:20], predict the reactants needed to synthesize it. The reactants are: ClCCl.[CH3:4][O:5][CH:6]([CH3:10])[CH2:7][CH2:8][OH:9].C(N(CC)CC)C.[CH3:18][S:19](Cl)(=[O:21])=[O:20].